This data is from Forward reaction prediction with 1.9M reactions from USPTO patents (1976-2016). The task is: Predict the product of the given reaction. (1) Given the reactants [BH4-].[Na+].[CH:3]([C:5]1[CH:10]=[CH:9][C:8]([C:11]2[C:12]([C:17]([O:19][CH3:20])=[O:18])=[CH:13][CH:14]=[CH:15][CH:16]=2)=[CH:7][CH:6]=1)=[O:4], predict the reaction product. The product is: [OH:4][CH2:3][C:5]1[CH:10]=[CH:9][C:8]([C:11]2[C:12]([C:17]([O:19][CH3:20])=[O:18])=[CH:13][CH:14]=[CH:15][CH:16]=2)=[CH:7][CH:6]=1. (2) Given the reactants C1C=CC2N(O)N=NC=2C=1.C(N(C(C)C)CC)(C)C.FC(F)(F)C(O)=O.[Cl:27][CH2:28][CH2:29][CH2:30]/[C:31](=[CH:35]\[C:36]1[CH:41]=[CH:40][C:39]([N:42]2[CH:46]=[N:45][C:44]([CH3:47])=[N:43]2)=[C:38]([O:48][CH3:49])[CH:37]=1)/[C:32]([OH:34])=O.[F:50][C:51]1[CH:56]=[CH:55][C:54]([C@@H:57]([NH2:59])[CH3:58])=[CH:53][CH:52]=1.C(=O)(O)[O-].[Na+], predict the reaction product. The product is: [F:50][C:51]1[CH:56]=[CH:55][C:54]([C@@H:57]([NH:59][C:32](=[O:34])/[C:31](=[CH:35]/[C:36]2[CH:41]=[CH:40][C:39]([N:42]3[CH:46]=[N:45][C:44]([CH3:47])=[N:43]3)=[C:38]([O:48][CH3:49])[CH:37]=2)/[CH2:30][CH2:29][CH2:28][Cl:27])[CH3:58])=[CH:53][CH:52]=1. (3) Given the reactants [NH2:1][C:2]1[C:11]2[C:6](=[CH:7][CH:8]=[CH:9][CH:10]=2)[C:5]([O:12][C:13]2[CH:18]=[CH:17][N:16]=[C:15]([NH:19][C:20]3[CH:21]=[C:22]([CH:34]=[C:35]([O:37][CH3:38])[CH:36]=3)[C:23]([NH:25][CH2:26][CH2:27][N:28]3[CH2:33][CH2:32][O:31][CH2:30][CH2:29]3)=[O:24])[CH:14]=2)=[CH:4][CH:3]=1.C([O-])(O)=O.[Na+].Cl[C:45]([O:47][C:48]1[CH:53]=[CH:52][CH:51]=[CH:50][CH:49]=1)=[O:46], predict the reaction product. The product is: [CH3:38][O:37][C:35]1[CH:36]=[C:20]([NH:19][C:15]2[CH:14]=[C:13]([O:12][C:5]3[C:6]4[C:11](=[CH:10][CH:9]=[CH:8][CH:7]=4)[C:2]([NH:1][C:45](=[O:46])[O:47][C:48]4[CH:53]=[CH:52][CH:51]=[CH:50][CH:49]=4)=[CH:3][CH:4]=3)[CH:18]=[CH:17][N:16]=2)[CH:21]=[C:22]([C:23](=[O:24])[NH:25][CH2:26][CH2:27][N:28]2[CH2:33][CH2:32][O:31][CH2:30][CH2:29]2)[CH:34]=1.